Dataset: NCI-60 drug combinations with 297,098 pairs across 59 cell lines. Task: Regression. Given two drug SMILES strings and cell line genomic features, predict the synergy score measuring deviation from expected non-interaction effect. (1) Drug 1: C1C(C(OC1N2C=NC3=C(N=C(N=C32)Cl)N)CO)O. Drug 2: COCCOC1=C(C=C2C(=C1)C(=NC=N2)NC3=CC=CC(=C3)C#C)OCCOC.Cl. Cell line: U251. Synergy scores: CSS=19.9, Synergy_ZIP=-8.45, Synergy_Bliss=-4.36, Synergy_Loewe=-10.2, Synergy_HSA=-3.46. (2) Drug 1: CC=C1C(=O)NC(C(=O)OC2CC(=O)NC(C(=O)NC(CSSCCC=C2)C(=O)N1)C(C)C)C(C)C. Drug 2: C1=CC=C(C=C1)NC(=O)CCCCCCC(=O)NO. Cell line: T-47D. Synergy scores: CSS=75.7, Synergy_ZIP=-2.64, Synergy_Bliss=-2.00, Synergy_Loewe=0.233, Synergy_HSA=2.34.